From a dataset of Catalyst prediction with 721,799 reactions and 888 catalyst types from USPTO. Predict which catalyst facilitates the given reaction. (1) Reactant: [Br:1][C:2]1[CH:7]=[CH:6][C:5]([C:8]2[CH:13]=[CH:12][C:11]([C:14](=[O:21])[CH2:15][CH2:16][C:17]([O:19]C)=[O:18])=[CH:10][CH:9]=2)=[C:4]([F:22])[CH:3]=1. Product: [Br:1][C:2]1[CH:7]=[CH:6][C:5]([C:8]2[CH:9]=[CH:10][C:11]([C:14](=[O:21])[CH2:15][CH2:16][C:17]([OH:19])=[O:18])=[CH:12][CH:13]=2)=[C:4]([F:22])[CH:3]=1. The catalyst class is: 33. (2) Reactant: CC1(C)C(C)(C)OB([C:9]2[CH:10]=[C:11]3[C:15](=[CH:16][CH:17]=2)[N:14]([C:18]([O:20][C:21]([CH3:24])([CH3:23])[CH3:22])=[O:19])[CH:13]=[CH:12]3)O1.I[C:27]1[C:35]2[C:30](=[N:31][CH:32]=[N:33][C:34]=2[NH2:36])[N:29]([CH:37]([CH3:39])[CH3:38])[N:28]=1.C([O-])([O-])=O.[Na+].[Na+]. Product: [NH2:36][C:34]1[N:33]=[CH:32][N:31]=[C:30]2[N:29]([CH:37]([CH3:39])[CH3:38])[N:28]=[C:27]([C:9]3[CH:10]=[C:11]4[C:15](=[CH:16][CH:17]=3)[N:14]([C:18]([O:20][C:21]([CH3:22])([CH3:23])[CH3:24])=[O:19])[CH:13]=[CH:12]4)[C:35]=12. The catalyst class is: 414. (3) Reactant: [CH2:1]([O:8][C@H:9]1[C@H:15]([O:16][CH2:17][C:18]2[CH:23]=[CH:22][CH:21]=[CH:20][CH:19]=2)[C@@H:14]([O:24][CH2:25][C:26]2[CH:31]=[CH:30][CH:29]=[CH:28][CH:27]=2)[C@:13]2([C:33]3[CH:38]=[CH:37][C:36]([Cl:39])=[C:35]([CH2:40][C:41]4[CH:46]=[CH:45][C:44]([O:47][CH2:48][CH3:49])=[CH:43][CH:42]=4)[CH:34]=3)[O:32][C@@:10]1([CH:50]([OH:52])[CH3:51])[CH2:11][O:12]2)[C:2]1[CH:7]=[CH:6][CH:5]=[CH:4][CH:3]=1.[C:53](OCCl)(=[O:58])[C:54]([CH3:57])([CH3:56])[CH3:55].[H-].[Na+]. Product: [CH3:55][C:54]([CH3:57])([CH3:56])[C:53]([O:52][CH:50]([C@:10]12[O:32][C@:13]([C:33]3[CH:38]=[CH:37][C:36]([Cl:39])=[C:35]([CH2:40][C:41]4[CH:42]=[CH:43][C:44]([O:47][CH2:48][CH3:49])=[CH:45][CH:46]=4)[CH:34]=3)([O:12][CH2:11]1)[C@H:14]([O:24][CH2:25][C:26]1[CH:31]=[CH:30][CH:29]=[CH:28][CH:27]=1)[C@@H:15]([O:16][CH2:17][C:18]1[CH:19]=[CH:20][CH:21]=[CH:22][CH:23]=1)[C@@H:9]2[O:8][CH2:1][C:2]1[CH:7]=[CH:6][CH:5]=[CH:4][CH:3]=1)[CH3:51])=[O:58]. The catalyst class is: 7. (4) Reactant: C(OC([N:11]1[CH2:15][CH2:14][CH2:13][C@H:12]1[C:16](=[O:22])[NH:17][CH:18]1[CH2:21][CH2:20][CH2:19]1)=O)C1C=CC=CC=1. Product: [CH:18]1([NH:17][C:16]([C@@H:12]2[CH2:13][CH2:14][CH2:15][NH:11]2)=[O:22])[CH2:21][CH2:20][CH2:19]1. The catalyst class is: 29. (5) Reactant: [CH3:1][C:2]1[N:7]=[C:6]([C:8](=[N:10][OH:11])[NH2:9])[CH:5]=[C:4]([C:12]2[CH:17]=[CH:16][CH:15]=[CH:14][C:13]=2[F:18])[N:3]=1.[C:19](N1C=CN=C1)(N1C=CN=C1)=[O:20].N12CCCN=C1CCCCC2.Cl. Product: [CH3:1][C:2]1[N:7]=[C:6]([C:8]2[NH:10][O:11][C:19](=[O:20])[N:9]=2)[CH:5]=[C:4]([C:12]2[CH:17]=[CH:16][CH:15]=[CH:14][C:13]=2[F:18])[N:3]=1. The catalyst class is: 132. (6) Reactant: [F:1][C:2]([F:23])([F:22])[C:3]1[CH:4]=[C:5]([S:9]([CH:12]2[CH2:21][CH2:20][C:15]3([O:19][CH2:18][CH2:17][O:16]3)[CH2:14][CH2:13]2)(=[O:11])=[O:10])[CH:6]=[CH:7][CH:8]=1.[CH3:24]I.[H-].[Na+]. Product: [CH3:24][C:12]1([S:9]([C:5]2[CH:6]=[CH:7][CH:8]=[C:3]([C:2]([F:22])([F:1])[F:23])[CH:4]=2)(=[O:11])=[O:10])[CH2:21][CH2:20][C:15]2([O:16][CH2:17][CH2:18][O:19]2)[CH2:14][CH2:13]1. The catalyst class is: 18. (7) Reactant: [C:1]([O:5][C:6]([NH:8][CH2:9][C@@H:10]1[CH2:15][CH2:14][C@H:13]([C:16]([OH:18])=O)[CH2:12][CH2:11]1)=[O:7])([CH3:4])([CH3:3])[CH3:2].CN1CCCCC1.ClC(OC)=O.Cl.[CH3:32][O:33][NH:34][CH3:35]. Product: [CH3:32][O:33][N:34]([CH3:35])[C:16]([C@@H:13]1[CH2:12][CH2:11][C@H:10]([CH2:9][NH:8][C:6](=[O:7])[O:5][C:1]([CH3:2])([CH3:3])[CH3:4])[CH2:15][CH2:14]1)=[O:18]. The catalyst class is: 2. (8) Reactant: C[O:2][C:3]1[CH:4]=[C:5]([CH:29]=[C:30]([O:32][CH3:33])[CH:31]=1)[CH2:6][N:7]1[C:11]([CH3:13])([CH3:12])[C:10](=[O:14])[N:9]([C:15]2[CH:16]=[N:17][N:18]([CH2:20][C:21]3[C:22]([CH3:27])=[N:23][O:24][C:25]=3[CH3:26])[CH:19]=2)[C:8]1=[O:28].B(Br)(Br)Br. Product: [CH3:27][C:22]1[C:21]([CH2:20][N:18]2[CH:19]=[C:15]([N:9]3[C:10](=[O:14])[C:11]([CH3:13])([CH3:12])[N:7]([CH2:6][C:5]4[CH:29]=[C:30]([O:32][CH3:33])[CH:31]=[C:3]([OH:2])[CH:4]=4)[C:8]3=[O:28])[CH:16]=[N:17]2)=[C:25]([CH3:26])[O:24][N:23]=1. The catalyst class is: 4.